From a dataset of Forward reaction prediction with 1.9M reactions from USPTO patents (1976-2016). Predict the product of the given reaction. (1) Given the reactants CON(C)[C:4]([C:6]1[C:7]2[CH:14]=[CH:13][C:12]([O:15][CH3:16])=[CH:11][C:8]=2[S:9][CH:10]=1)=[O:5].[CH3:18][Li].[NH4+].[Cl-], predict the reaction product. The product is: [C:4]([C:6]1[C:7]2[CH:14]=[CH:13][C:12]([O:15][CH3:16])=[CH:11][C:8]=2[S:9][CH:10]=1)(=[O:5])[CH3:18]. (2) Given the reactants CC(C)([O-])C.[K+].[CH3:7][N:8]1[C:12]([NH2:13])=[CH:11][CH:10]=[N:9]1.F[C:15]1[CH:20]=[C:19]([F:21])[CH:18]=[CH:17][C:16]=1[N+:22]([O-:24])=[O:23].[Cl-].[NH4+], predict the reaction product. The product is: [F:21][C:19]1[CH:18]=[CH:17][C:16]([N+:22]([O-:24])=[O:23])=[C:15]([NH:13][C:12]2[N:8]([CH3:7])[N:9]=[CH:10][CH:11]=2)[CH:20]=1.